This data is from Reaction yield outcomes from USPTO patents with 853,638 reactions. The task is: Predict the reaction yield, written as a fraction of the theoretical maximum amount of product (1.0 means a 100% yield; for example, 0.34 means a 34% yield). No catalyst specified. The yield is 0.900. The reactants are [Br:1][C:2]1[CH:7]=[CH:6][C:5]([C:8]2([C:11]([OH:13])=O)[CH2:10][CH2:9]2)=[CH:4][CH:3]=1.CN(C)C=O.CC1(C)C2CCC1(CS(O)(=O)=O)C(=O)C2.[NH:34]1[CH2:38][CH2:37][C@@:36]2([C:42]3[CH:43]=[CH:44][CH:45]=[CH:46][C:41]=3[C:40](=[O:47])[O:39]2)[CH2:35]1.F[P-](F)(F)(F)(F)F.N1(O[P+](N(C)C)(N(C)C)N(C)C)C2C=CC=CC=2N=N1.C(N(CC)C(C)C)(C)C. The product is [Br:1][C:2]1[CH:3]=[CH:4][C:5]([C:8]2([C:11]([N:34]3[CH2:38][CH2:37][C@@:36]4([C:42]5[CH:43]=[CH:44][CH:45]=[CH:46][C:41]=5[C:40](=[O:47])[O:39]4)[CH2:35]3)=[O:13])[CH2:9][CH2:10]2)=[CH:6][CH:7]=1.